Predict which catalyst facilitates the given reaction. From a dataset of Catalyst prediction with 721,799 reactions and 888 catalyst types from USPTO. (1) Reactant: [CH:1]1([C:5]2[C:14]([C:15]3[NH:19][C:18]([CH2:20][CH3:21])=[N:17][N:16]=3)=[CH:13][C:8]([C:9]([O:11][CH3:12])=[O:10])=[C:7]([CH3:22])[CH:6]=2)[CH2:4][CH2:3][CH2:2]1.[CH3:23][Si](CC=[N+]=[N-])(C)C. Product: [CH:1]1([C:5]2[C:14]([C:15]3[NH:19][CH:18]([CH2:20][CH3:21])[N:17]([CH3:23])[N:16]=3)=[CH:13][C:8]([C:9]([O:11][CH3:12])=[O:10])=[C:7]([CH3:22])[CH:6]=2)[CH2:4][CH2:3][CH2:2]1. The catalyst class is: 138. (2) Reactant: [CH3:1][S-:2].[Na+].[Cl:4][C:5]1[N:10]=[C:9](Cl)[N:8]=[C:7]([CH3:12])[N:6]=1.C1(C)C=CC=CC=1. Product: [Cl:4][C:5]1[N:6]=[C:7]([CH3:12])[N:8]=[C:9]([S:2][CH3:1])[N:10]=1. The catalyst class is: 6. (3) The catalyst class is: 3. Reactant: [NH2:1][C:2]1[S:6][C:5]2[CH2:7][CH2:8][CH2:9][CH2:10][C:4]=2[C:3]=1[C:11]([C:13]1[O:14][C:15]2[CH:21]=[CH:20][CH:19]=[CH:18][C:16]=2[CH:17]=1)=O.[C:22]([O:29][CH3:30])(=[O:28])[CH2:23][CH2:24][C:25]([CH3:27])=O.Cl[Si](C)(C)C. Product: [CH3:27][C:25]1[N:1]=[C:2]2[S:6][C:5]3[CH2:7][CH2:8][CH2:9][CH2:10][C:4]=3[C:3]2=[C:11]([C:13]2[O:14][C:15]3[CH:21]=[CH:20][CH:19]=[CH:18][C:16]=3[CH:17]=2)[C:24]=1[CH2:23][C:22]([O:29][CH3:30])=[O:28]. (4) Reactant: C1C=C(Cl)C=C(C(OO)=[O:9])C=1.[S:12]1[CH2:17][CH2:16][N:15]([CH2:18][CH2:19][CH2:20][N:21]2[C:29](=[O:30])[C:28]3[C:23](=[CH:24][CH:25]=[CH:26][CH:27]=3)[C:22]2=[O:31])[CH2:14][CH2:13]1. Product: [O:9]=[S:12]1[CH2:17][CH2:16][N:15]([CH2:18][CH2:19][CH2:20][N:21]2[C:22](=[O:31])[C:23]3[C:28](=[CH:27][CH:26]=[CH:25][CH:24]=3)[C:29]2=[O:30])[CH2:14][CH2:13]1. The catalyst class is: 2. (5) Reactant: CC1C=CC(NC(C2C=CC(CN3CCN(C)CC3)=CC=2)=O)=CC=1[NH:8][C:9]1N=CC=C(C2C=CC=NC=2)[N:14]=1.[CH3:38][C:39]1[CH:45]=[CH:44][C:43]([N+:46]([O-:48])=[O:47])=[CH:42][C:40]=1[NH2:41].N#CN.[N+:52]([O-:55])([OH:54])=[O:53]. Product: [N+:52]([O-:55])([OH:54])=[O:53].[CH3:38][C:39]1[CH:45]=[CH:44][C:43]([N+:46]([O-:48])=[O:47])=[CH:42][C:40]=1[NH:41][C:9]([NH2:14])=[NH:8]. The catalyst class is: 8.